Dataset: Full USPTO retrosynthesis dataset with 1.9M reactions from patents (1976-2016). Task: Predict the reactants needed to synthesize the given product. (1) Given the product [F:3][C:4]1[CH:9]=[CH:8][C:7]([Se:10][Br:1])=[CH:6][C:5]=1[CH3:20], predict the reactants needed to synthesize it. The reactants are: [Br:1]Br.[F:3][C:4]1[CH:9]=[CH:8][C:7]([Se:10][Se:10][C:7]2[CH:8]=[CH:9][C:4]([F:3])=[C:5]([CH3:20])[CH:6]=2)=[CH:6][C:5]=1[CH3:20]. (2) Given the product [C:1]([O:5][C:6]([N:8]1[CH2:13][CH2:12][CH:11]([O:14][C:15]2[CH:16]=[CH:17][C:18]([O:19][CH2:20][C:21]([OH:23])=[O:22])=[CH:26][CH:27]=2)[CH2:10][CH2:9]1)=[O:7])([CH3:4])([CH3:2])[CH3:3], predict the reactants needed to synthesize it. The reactants are: [C:1]([O:5][C:6]([N:8]1[CH2:13][CH2:12][CH:11]([O:14][C:15]2[CH:27]=[CH:26][C:18]([O:19][CH2:20][C:21]([O:23]CC)=[O:22])=[CH:17][CH:16]=2)[CH2:10][CH2:9]1)=[O:7])([CH3:4])([CH3:3])[CH3:2].[OH-].[Li+]. (3) Given the product [C:18]([C:17]1[C:12]2[N:11]([CH:21]3[CH2:25][CH2:24][CH2:23][CH2:22]3)[CH:10]=[C:9]([C:6]3[CH:5]=[C:4]([CH2:3][C:1]([NH2:2])=[O:27])[S:8][CH:7]=3)[C:13]=2[C:14](=[O:20])[NH:15][CH:16]=1)#[N:19], predict the reactants needed to synthesize it. The reactants are: [C:1]([CH2:3][C:4]1[S:8][CH:7]=[C:6]([C:9]2[C:13]3[C:14](=[O:20])[NH:15][CH:16]=[C:17]([C:18]#[N:19])[C:12]=3[N:11]([CH:21]3[CH2:25][CH2:24][CH2:23][CH2:22]3)[CH:10]=2)[CH:5]=1)#[N:2].C(=O)([O-])[O-:27].[K+].[K+].OO.O.